This data is from Full USPTO retrosynthesis dataset with 1.9M reactions from patents (1976-2016). The task is: Predict the reactants needed to synthesize the given product. (1) Given the product [O:3]=[CH:4][CH2:5][O:6][C:7](=[O:16])[C:8]1[CH:13]=[CH:12][C:11]([O:14][CH3:15])=[CH:10][CH:9]=1, predict the reactants needed to synthesize it. The reactants are: C([O:3][CH:4](OCC)[CH2:5][O:6][C:7](=[O:16])[C:8]1[CH:13]=[CH:12][C:11]([O:14][CH3:15])=[CH:10][CH:9]=1)C.C(O)(C(F)(F)F)=O.O. (2) Given the product [C:1]([O:5][C:6](=[O:45])[CH2:7][O:8][C:9]1[CH:14]=[CH:13][CH:12]=[C:11]([CH2:15][N:16]([CH2:26][C:27]2[CH:28]=[CH:29][C:30]([C:33]([CH3:44])([CH3:43])[CH2:34][OH:35])=[CH:31][CH:32]=2)[S:17]([C:20]2[CH:21]=[N:22][CH:23]=[CH:24][CH:25]=2)(=[O:19])=[O:18])[CH:10]=1)([CH3:4])([CH3:2])[CH3:3], predict the reactants needed to synthesize it. The reactants are: [C:1]([O:5][C:6](=[O:45])[CH2:7][O:8][C:9]1[CH:14]=[CH:13][CH:12]=[C:11]([CH2:15][N:16]([CH2:26][C:27]2[CH:32]=[CH:31][C:30]([C:33]([CH3:44])([CH3:43])[CH2:34][O:35][Si](C(C)(C)C)(C)C)=[CH:29][CH:28]=2)[S:17]([C:20]2[CH:21]=[N:22][CH:23]=[CH:24][CH:25]=2)(=[O:19])=[O:18])[CH:10]=1)([CH3:4])([CH3:3])[CH3:2].[F-].C([N+](CCCC)(CCCC)CCCC)CCC.O.C(Cl)Cl. (3) Given the product [C:2]([O:5][C@@H:6]([C:44]1[S:45][CH:46]=[C:47]([C:49]([NH:51][C@@H:52]([CH2:61][C:62]2[CH:63]=[CH:64][CH:65]=[CH:66][CH:67]=2)[CH2:53][C@H:54]([CH3:60])[C:55]([O:57][CH2:58][CH3:59])=[O:56])=[O:50])[N:48]=1)[CH2:7][C@@H:8]([N:12]([CH3:43])[C:13](=[O:42])[C@@H:14]([NH:19][C:20]([C@H:22]1[CH2:27][CH2:26][CH2:25][CH2:24][N:23]1[CH2:28][CH2:29][CH2:30][CH2:31][CH2:32][CH2:33][NH2:34])=[O:21])[C@@H:15]([CH3:18])[CH2:16][CH3:17])[CH:9]([CH3:10])[CH3:11])(=[O:4])[CH3:3], predict the reactants needed to synthesize it. The reactants are: Cl.[C:2]([O:5][C@@H:6]([C:44]1[S:45][CH:46]=[C:47]([C:49]([NH:51][C@@H:52]([CH2:61][C:62]2[CH:67]=[CH:66][CH:65]=[CH:64][CH:63]=2)[CH2:53][C@H:54]([CH3:60])[C:55]([O:57][CH2:58][CH3:59])=[O:56])=[O:50])[N:48]=1)[CH2:7][C@@H:8]([N:12]([CH3:43])[C:13](=[O:42])[C@@H:14]([NH:19][C:20]([C@H:22]1[CH2:27][CH2:26][CH2:25][CH2:24][N:23]1[CH2:28][CH2:29][CH2:30][CH2:31][CH2:32][CH2:33][NH:34]C(OC(C)(C)C)=O)=[O:21])[C@@H:15]([CH3:18])[CH2:16][CH3:17])[CH:9]([CH3:11])[CH3:10])(=[O:4])[CH3:3]. (4) Given the product [CH2:55]([N:57]1[CH2:61][CH2:60][CH2:59][CH:58]1[CH2:62][NH:63][C:18]([C:17]1[CH:16]=[C:15]([CH:10]2[C:9]([CH3:24])([CH3:25])[CH2:8][C:7]3[C:12](=[CH:13][CH:14]=[C:5]([C:3]([O:2][CH3:1])=[O:4])[CH:6]=3)[NH:11]2)[CH:23]=[CH:22][CH:21]=1)=[O:19])[CH3:56], predict the reactants needed to synthesize it. The reactants are: [CH3:1][O:2][C:3]([C:5]1[CH:6]=[C:7]2[C:12](=[CH:13][CH:14]=1)[NH:11][CH:10]([C:15]1[CH:16]=[C:17]([CH:21]=[CH:22][CH:23]=1)[C:18](O)=[O:19])[C:9]([CH3:25])([CH3:24])[CH2:8]2)=[O:4].ON1C2C=CC=CC=2N=N1.CN(C)CCCN=C=NCC.Cl.CN1CCOCC1.[CH2:55]([N:57]1[CH2:61][CH2:60][CH2:59][CH:58]1[CH2:62][NH2:63])[CH3:56]. (5) Given the product [CH:10]12[CH:9]([C:5]3[CH:4]=[C:3]([OH:2])[CH:8]=[CH:7][CH:6]=3)[CH:14]([CH2:15][CH2:16]1)[CH2:13][NH:12][CH2:11]2, predict the reactants needed to synthesize it. The reactants are: C[O:2][C:3]1[CH:4]=[C:5]([CH:9]2[CH:14]3[CH2:15][CH2:16][CH:10]2[CH2:11][NH:12][CH2:13]3)[CH:6]=[CH:7][CH:8]=1.Br.[OH-].[Na+].Cl.CCOC(C)=O. (6) Given the product [CH2:23]([S:20]([C:18]1[CH:17]=[CH:16][C:15]([O:25][CH3:26])=[C:14]([NH:13][C:11]2[O:12][C:8]([C:4]3[CH:3]=[C:2]([C:32]4[CH:33]=[CH:34][C:29]([C:27]#[N:28])=[CH:30][CH:31]=4)[CH:7]=[CH:6][CH:5]=3)=[CH:9][N:10]=2)[CH:19]=1)(=[O:22])=[O:21])[CH3:24], predict the reactants needed to synthesize it. The reactants are: Br[C:2]1[CH:3]=[C:4]([C:8]2[O:12][C:11]([NH:13][C:14]3[CH:19]=[C:18]([S:20]([CH2:23][CH3:24])(=[O:22])=[O:21])[CH:17]=[CH:16][C:15]=3[O:25][CH3:26])=[N:10][CH:9]=2)[CH:5]=[CH:6][CH:7]=1.[C:27]([C:29]1[CH:34]=[CH:33][C:32](B(O)O)=[CH:31][CH:30]=1)#[N:28].C(=O)([O-])[O-].[Na+].[Na+]. (7) Given the product [CH2:11]([N:18]1[CH2:23][CH2:22][O:21][CH:20]([C:24]([C:26]2[CH:31]=[CH:30][CH:29]=[CH:28][CH:27]=2)=[CH:11][C:12]2[CH:17]=[CH:16][CH:15]=[CH:14][CH:13]=2)[CH2:19]1)[C:12]1[CH:17]=[CH:16][CH:15]=[CH:14][CH:13]=1, predict the reactants needed to synthesize it. The reactants are: C[Si]([N-][Si](C)(C)C)(C)C.[K+].[CH2:11]([N:18]1[CH2:23][CH2:22][O:21][CH:20]([C:24]([C:26]2[CH:31]=[CH:30][CH:29]=[CH:28][CH:27]=2)=O)[CH2:19]1)[C:12]1[CH:17]=[CH:16][CH:15]=[CH:14][CH:13]=1. (8) Given the product [Cl:23][C:24]1[CH:32]=[N:31][CH:30]=[C:29]([Cl:33])[C:25]=1[C:26]([NH:12][CH2:13][C:14]1[CH:19]=[CH:18][C:17]([CH2:20][CH2:21][OH:22])=[CH:16][CH:15]=1)=[O:27], predict the reactants needed to synthesize it. The reactants are: CCN=C=NCCCN(C)C.[NH2:12][CH2:13][C:14]1[CH:19]=[CH:18][C:17]([CH2:20][CH2:21][OH:22])=[CH:16][CH:15]=1.[Cl:23][C:24]1[CH:32]=[N:31][CH:30]=[C:29]([Cl:33])[C:25]=1[C:26](O)=[O:27].ON1C2C=CC=CC=2N=N1.CN1CCOCC1. (9) The reactants are: [Br:1]B1C2CCCC1CCC2.[CH2:11]([O:16][CH:17]1[CH2:22][CH2:21][CH2:20][CH2:19][O:18]1)[CH2:12][CH2:13][C:14]#[CH:15].C(O)(=O)C. Given the product [Br:1][C:14](=[CH2:15])[CH2:13][CH2:12][CH2:11][O:16][CH:17]1[CH2:22][CH2:21][CH2:20][CH2:19][O:18]1, predict the reactants needed to synthesize it.